From a dataset of Catalyst prediction with 721,799 reactions and 888 catalyst types from USPTO. Predict which catalyst facilitates the given reaction. (1) Reactant: [Cl:1][C:2]1[CH:3]=[C:4]([CH2:15][CH:16]([NH2:20])[CH:17]([CH3:19])[CH3:18])[CH:5]=[C:6]([O:9][CH2:10][CH2:11][CH2:12][O:13][CH3:14])[C:7]=1[F:8].[CH:21](O)=[O:22]. Product: [Cl:1][C:2]1[CH:3]=[C:4]([CH2:15][CH:16]([NH:20][CH:21]=[O:22])[CH:17]([CH3:18])[CH3:19])[CH:5]=[C:6]([O:9][CH2:10][CH2:11][CH2:12][O:13][CH3:14])[C:7]=1[F:8]. The catalyst class is: 155. (2) Reactant: [Br:1][C:2]1[CH:8]=[CH:7][C:6]([Br:9])=[CH:5][C:3]=1N.N([O-])=O.[Na+].[I-:14].[K+]. Product: [Br:1][C:2]1[CH:8]=[CH:7][C:6]([Br:9])=[CH:5][C:3]=1[I:14]. The catalyst class is: 445. (3) Reactant: [CH3:1][O:2][C:3]1[CH:4]=[C:5]([CH2:11][CH2:12][NH:13][C:14](=[O:27])[C:15]([C:20]2[CH:25]=[CH:24][C:23]([CH3:26])=[CH:22][CH:21]=2)=[CH:16]N(C)C)[CH:6]=[CH:7][C:8]=1[O:9][CH3:10].Cl.[O:29]1CCCC1. Product: [CH3:1][O:2][C:3]1[CH:4]=[C:5]([CH2:11][CH2:12][NH:13][C:14](=[O:27])[C:15]([C:20]2[CH:25]=[CH:24][C:23]([CH3:26])=[CH:22][CH:21]=2)=[CH:16][OH:29])[CH:6]=[CH:7][C:8]=1[O:9][CH3:10]. The catalyst class is: 6. (4) Reactant: [F:1][C:2]1[CH:3]=[C:4]([N+:15]([O-])=O)[CH:5]=[CH:6][C:7]=1[N:8]1[CH2:12][CH2:11][CH:10]([C:13]#[N:14])[CH2:9]1.[Sn](Cl)(Cl)(Cl)Cl.C(=O)(O)[O-].[Na+].C(Cl)Cl. Product: [F:1][C:2]1[CH:3]=[C:4]([NH2:15])[CH:5]=[CH:6][C:7]=1[N:8]1[CH2:12][CH2:11][CH:10]([C:13]#[N:14])[CH2:9]1. The catalyst class is: 8.